From a dataset of Peptide-MHC class II binding affinity with 134,281 pairs from IEDB. Regression. Given a peptide amino acid sequence and an MHC pseudo amino acid sequence, predict their binding affinity value. This is MHC class II binding data. (1) The peptide sequence is INEPTAAASAYGLDR. The MHC is HLA-DQA10501-DQB10301 with pseudo-sequence HLA-DQA10501-DQB10301. The binding affinity (normalized) is 0.653. (2) The peptide sequence is EKKYFAATQFDPLAA. The MHC is HLA-DPA10301-DPB10402 with pseudo-sequence HLA-DPA10301-DPB10402. The binding affinity (normalized) is 0.831. (3) The peptide sequence is ACCRTHDMCPDVMSAGES. The MHC is DRB1_1501 with pseudo-sequence DRB1_1501. The binding affinity (normalized) is 0.